Dataset: Catalyst prediction with 721,799 reactions and 888 catalyst types from USPTO. Task: Predict which catalyst facilitates the given reaction. (1) Product: [OH:5][CH2:4][C:3]([N:7]1[CH:11]=[C:10]([C:12]2[C:24]3[C:23]4[C:18](=[CH:19][CH:20]=[CH:21][CH:22]=4)[C@:17]([OH:29])([C:25]([F:28])([F:26])[F:27])[C:16]=3[CH:15]=[C:14]([CH3:30])[CH:13]=2)[CH:9]=[N:8]1)([CH2:31][OH:32])[CH2:2][OH:1]. Reactant: [OH:1][CH2:2][C:3]([CH2:31][OH:32])([N:7]1[CH:11]=[C:10]([C:12]2[C:24]3[C:23]4[C:18](=[CH:19][CH:20]=[CH:21][CH:22]=4)[C@:17]([OH:29])([C:25]([F:28])([F:27])[F:26])[C:16]=3[CH:15]=[C:14]([CH3:30])[CH:13]=2)[CH:9]=[N:8]1)[C:4](O)=[O:5].C(O)C.O.C(=O)([O-])O.[Na+]. The catalyst class is: 7. (2) Reactant: [Br:1][C:2]1[CH:11]=[CH:10][CH:9]=[C:8]2[C:3]=1[N:4]=[C:5]([NH:14][C:15]([CH3:18])([CH3:17])[CH3:16])[C:6]([CH:12]=[O:13])=[N:7]2.[Na].CO.C([O-])(O)=O.[Na+]. Product: [Br:1][C:2]1[CH:11]=[CH:10][CH:9]=[C:8]2[C:3]=1[N:4]=[C:5]([NH:14][C:15]([CH3:18])([CH3:17])[CH3:16])[C:6]([CH2:12][OH:13])=[N:7]2. The catalyst class is: 1.